This data is from Peptide-MHC class II binding affinity with 134,281 pairs from IEDB. The task is: Regression. Given a peptide amino acid sequence and an MHC pseudo amino acid sequence, predict their binding affinity value. This is MHC class II binding data. (1) The peptide sequence is AGCQTYKWETFLTSE. The MHC is DRB1_0401 with pseudo-sequence DRB1_0401. The binding affinity (normalized) is 0.0242. (2) The peptide sequence is IASLFAAAGLAAAAP. The MHC is HLA-DPA10201-DPB10101 with pseudo-sequence HLA-DPA10201-DPB10101. The binding affinity (normalized) is 0.194. (3) The peptide sequence is FAGAWCVPKVTFTVE. The MHC is DRB1_1101 with pseudo-sequence DRB1_1101. The binding affinity (normalized) is 0.343. (4) The peptide sequence is HVQDCDESVLTRLEA. The MHC is HLA-DQA10303-DQB10402 with pseudo-sequence YNYHERRFATVLHIVFFGGTYYDIEDSTVHLETT. The binding affinity (normalized) is 0.223. (5) The peptide sequence is ELNHILLENDMKFTV. The MHC is DRB1_1302 with pseudo-sequence DRB1_1302. The binding affinity (normalized) is 0.948. (6) The peptide sequence is VHITDDNEEPI. The MHC is DRB1_1101 with pseudo-sequence DRB1_1101. The binding affinity (normalized) is 0. (7) The peptide sequence is MADDMERIFKRFDTN. The MHC is HLA-DPA10201-DPB11401 with pseudo-sequence HLA-DPA10201-DPB11401. The binding affinity (normalized) is 0. (8) The peptide sequence is GELQIVDKIDAPFKI. The MHC is DRB5_0101 with pseudo-sequence DRB5_0101. The binding affinity (normalized) is 0.792. (9) The peptide sequence is RYANPIAFFRKEPLK. The MHC is HLA-DQA10501-DQB10201 with pseudo-sequence HLA-DQA10501-DQB10201. The binding affinity (normalized) is 0.327.